This data is from Reaction yield outcomes from USPTO patents with 853,638 reactions. The task is: Predict the reaction yield, written as a fraction of the theoretical maximum amount of product (1.0 means a 100% yield; for example, 0.34 means a 34% yield). The reactants are [C-:1]#[N:2].[K+].Cl[CH2:5][C:6]1[CH:7]=[N:8][N:9]([C:11]2[CH:16]=[CH:15][CH:14]=[CH:13][N:12]=2)[CH:10]=1. The catalyst is CS(C)=O.O.CCOC(C)=O. The product is [N:12]1[CH:13]=[CH:14][CH:15]=[CH:16][C:11]=1[N:9]1[CH:10]=[C:6]([CH2:5][C:1]#[N:2])[CH:7]=[N:8]1. The yield is 0.930.